Dataset: Forward reaction prediction with 1.9M reactions from USPTO patents (1976-2016). Task: Predict the product of the given reaction. (1) Given the reactants [Cl-].[Al+3].[Cl-].[Cl-].[C:5](Cl)(=[O:7])[CH3:6].[O:9]1[C:14]2[CH:15]=[CH:16][CH:17]=[CH:18][C:13]=2[CH2:12][CH2:11][CH2:10]1, predict the reaction product. The product is: [O:9]1[C:14]2[CH:15]=[CH:16][C:17]([C:5](=[O:7])[CH3:6])=[CH:18][C:13]=2[CH2:12][CH2:11][CH2:10]1. (2) Given the reactants [Cl:1][C:2]1[CH:15]=[CH:14][C:5]([CH2:6][N:7]2[CH2:12][CH2:11][CH:10]([NH2:13])[CH2:9][CH2:8]2)=[CH:4][C:3]=1[O:16][CH2:17][CH3:18].[H-].[Na+].[NH2:21][C:22]1[C:27]([C:28]#[N:29])=[CH:26][N:25]=[C:24](Cl)[N:23]=1, predict the reaction product. The product is: [NH2:21][C:22]1[C:27]([C:28]#[N:29])=[CH:26][N:25]=[C:24]([NH:13][CH:10]2[CH2:11][CH2:12][N:7]([CH2:6][C:5]3[CH:14]=[CH:15][C:2]([Cl:1])=[C:3]([O:16][CH2:17][CH3:18])[CH:4]=3)[CH2:8][CH2:9]2)[N:23]=1. (3) Given the reactants [CH3:1][C:2]1[CH:3]=[C:4]([CH:8]=[CH:9][C:10]=1[C:11]([N:13]1[CH2:17][CH2:16][CH2:15][CH2:14]1)=[O:12])[C:5]([OH:7])=O.CN(C(ON1N=NC2C=CC=CC1=2)=[N+](C)C)C.[B-](F)(F)(F)F.C(N(C(C)C)CC)(C)C.[Br:49][C:50]1[CH:62]=[CH:61][C:53]2[NH:54][C:55]([C@@H:57]([NH2:60])[CH2:58][OH:59])=[N:56][C:52]=2[CH:51]=1.BrBr, predict the reaction product. The product is: [CH3:1][C:2]1[CH:3]=[C:4]([CH:8]=[CH:9][C:10]=1[C:11]([N:13]1[CH2:17][CH2:16][CH2:15][CH2:14]1)=[O:12])[C:5]([NH:60][C@H:57]([C:55]1[NH:54][C:53]2[CH:61]=[CH:62][C:50]([Br:49])=[CH:51][C:52]=2[N:56]=1)[CH2:58][OH:59])=[O:7].